Task: Regression. Given a peptide amino acid sequence and an MHC pseudo amino acid sequence, predict their binding affinity value. This is MHC class I binding data.. Dataset: Peptide-MHC class I binding affinity with 185,985 pairs from IEDB/IMGT The peptide sequence is WRQWIPAGI. The MHC is HLA-A26:01 with pseudo-sequence HLA-A26:01. The binding affinity (normalized) is 0.0847.